Dataset: Full USPTO retrosynthesis dataset with 1.9M reactions from patents (1976-2016). Task: Predict the reactants needed to synthesize the given product. Given the product [CH2:27]([S:24]([C:21]1[CH:22]=[CH:23][C:18]([O:1][C:2]2[C:3]3[C:7]([CH:8]=[C:9]([C:11]([O:13][CH2:14][CH3:15])=[O:12])[CH:10]=2)=[N:6][N:5]([CH3:16])[CH:4]=3)=[CH:19][CH:20]=1)(=[O:25])=[O:26])[CH3:28], predict the reactants needed to synthesize it. The reactants are: [OH:1][C:2]1[C:3]2[C:7]([CH:8]=[C:9]([C:11]([O:13][CH2:14][CH3:15])=[O:12])[CH:10]=1)=[N:6][N:5]([CH3:16])[CH:4]=2.F[C:18]1[CH:23]=[CH:22][C:21]([S:24]([CH2:27][CH3:28])(=[O:26])=[O:25])=[CH:20][CH:19]=1.